This data is from NCI-60 drug combinations with 297,098 pairs across 59 cell lines. The task is: Regression. Given two drug SMILES strings and cell line genomic features, predict the synergy score measuring deviation from expected non-interaction effect. (1) Drug 1: CN1C(=O)N2C=NC(=C2N=N1)C(=O)N. Drug 2: CC(C)NC(=O)C1=CC=C(C=C1)CNNC.Cl. Cell line: HOP-62. Synergy scores: CSS=-5.96, Synergy_ZIP=3.05, Synergy_Bliss=-0.478, Synergy_Loewe=-3.68, Synergy_HSA=-5.76. (2) Drug 1: CN(CC1=CN=C2C(=N1)C(=NC(=N2)N)N)C3=CC=C(C=C3)C(=O)NC(CCC(=O)O)C(=O)O. Drug 2: C1CC(C1)(C2=CC=C(C=C2)C3=C(C=C4C(=N3)C=CN5C4=NNC5=O)C6=CC=CC=C6)N. Cell line: SW-620. Synergy scores: CSS=64.9, Synergy_ZIP=-0.310, Synergy_Bliss=-1.85, Synergy_Loewe=-22.6, Synergy_HSA=0.643. (3) Drug 1: C1=CN(C=N1)CC(O)(P(=O)(O)O)P(=O)(O)O. Drug 2: CC1=C(C(=O)C2=C(C1=O)N3CC4C(C3(C2COC(=O)N)OC)N4)N. Cell line: 786-0. Synergy scores: CSS=38.5, Synergy_ZIP=-6.75, Synergy_Bliss=-0.330, Synergy_Loewe=-12.2, Synergy_HSA=1.74. (4) Drug 1: COC1=NC(=NC2=C1N=CN2C3C(C(C(O3)CO)O)O)N. Drug 2: COCCOC1=C(C=C2C(=C1)C(=NC=N2)NC3=CC=CC(=C3)C#C)OCCOC.Cl. Cell line: UO-31. Synergy scores: CSS=10.5, Synergy_ZIP=-7.18, Synergy_Bliss=-7.78, Synergy_Loewe=-4.87, Synergy_HSA=-3.63. (5) Drug 1: C1=C(C(=O)NC(=O)N1)F. Drug 2: CNC(=O)C1=NC=CC(=C1)OC2=CC=C(C=C2)NC(=O)NC3=CC(=C(C=C3)Cl)C(F)(F)F. Cell line: OVCAR-8. Synergy scores: CSS=48.2, Synergy_ZIP=-1.05, Synergy_Bliss=-2.39, Synergy_Loewe=0.390, Synergy_HSA=1.55. (6) Drug 1: C1CN1P(=S)(N2CC2)N3CC3. Drug 2: CC1=C2C(C(=O)C3(C(CC4C(C3C(C(C2(C)C)(CC1OC(=O)C(C(C5=CC=CC=C5)NC(=O)C6=CC=CC=C6)O)O)OC(=O)C7=CC=CC=C7)(CO4)OC(=O)C)O)C)OC(=O)C. Cell line: 786-0. Synergy scores: CSS=4.95, Synergy_ZIP=-2.87, Synergy_Bliss=-0.843, Synergy_Loewe=-2.27, Synergy_HSA=0.114.